This data is from Forward reaction prediction with 1.9M reactions from USPTO patents (1976-2016). The task is: Predict the product of the given reaction. (1) Given the reactants Br.Br[C:3]([Br:9])(Br)[C:4](Br)(Br)Br.C1(P(C2C=CC=CC=2)C2C=CC=CC=2)C=CC=CC=1.OC1C[CH2:34][CH:33]([CH:36]=[O:37])[CH2:32][CH2:31]1, predict the reaction product. The product is: [Br:9][CH:3]1[CH2:31][CH2:32][CH:33]([CH:36]=[O:37])[CH2:34][CH2:4]1. (2) Given the reactants [Cl:1][C:2]1[N:7]=[N:6][C:5]([C:8](OCC)=[O:9])=[C:4]([NH:13][C:14]2[CH:19]=[CH:18][C:17]([F:20])=[C:16]([CH:21]([CH3:23])[CH3:22])[N:15]=2)[CH:3]=1.[NH3:24].CO, predict the reaction product. The product is: [Cl:1][C:2]1[N:7]=[N:6][C:5]([C:8]([NH2:24])=[O:9])=[C:4]([NH:13][C:14]2[CH:19]=[CH:18][C:17]([F:20])=[C:16]([CH:21]([CH3:23])[CH3:22])[N:15]=2)[CH:3]=1. (3) Given the reactants C(=O)=O.CC(C)=O.[Li]CCCC.Br[C:14]1[CH:15]=[CH:16][C:17]([F:20])=[N:18][CH:19]=1.C([O:24][B:25](OC(C)C)[O:26]C(C)C)(C)C, predict the reaction product. The product is: [F:20][C:17]1[N:18]=[CH:19][C:14]([B:25]([OH:26])[OH:24])=[CH:15][CH:16]=1. (4) Given the reactants [Br-].[CH2:2]([NH:4][C:5](=[O:29])[CH2:6][CH2:7][CH2:8][CH2:9][P+](C1C=CC=CC=1)(C1C=CC=CC=1)C1C=CC=CC=1)[CH3:3].CC([O-])(C)C.[K+].[OH:36][C@@H:37]([CH2:50][CH2:51][C:52]1[CH:57]=[CH:56][CH:55]=[CH:54][CH:53]=1)/[CH:38]=[CH:39]/[C@@H:40]1[C@@H:47]2[C@@H:43]([O:44][CH:45](O)[CH2:46]2)[CH2:42][C@H:41]1[OH:49], predict the reaction product. The product is: [CH3:3][CH2:2][NH:4][C:5]([CH2:6][CH2:7][CH2:8]/[CH:9]=[CH:45]\[CH2:46][C@@H:47]1[C@@H:40](/[CH:39]=[CH:38]/[C@@H:37]([OH:36])[CH2:50][CH2:51][C:52]2[CH:57]=[CH:56][CH:55]=[CH:54][CH:53]=2)[C@H:41]([OH:49])[CH2:42][C@@H:43]1[OH:44])=[O:29]. (5) Given the reactants [NH2:1][C:2]1[N:3]=[C:4](Cl)[C:5]2[CH:10]=[CH:9][N:8]([C@@H:11]3[O:17][C@H:16]([CH2:18][OH:19])[C@@H:14]([OH:15])[C@@:12]3([CH3:20])[OH:13])[C:6]=2[N:7]=1.[CH:22]1([NH2:25])[CH2:24][CH2:23]1, predict the reaction product. The product is: [NH2:1][C:2]1[N:3]=[C:4]([NH:25][CH:22]2[CH2:24][CH2:23]2)[C:5]2[CH:10]=[CH:9][N:8]([C@@H:11]3[O:17][C@H:16]([CH2:18][OH:19])[C@@H:14]([OH:15])[C@@:12]3([CH3:20])[OH:13])[C:6]=2[N:7]=1. (6) Given the reactants [Cl:1][C:2]1[CH:10]=[C:9]2[C:5]([C:6]([C:11]([N:13]3[CH2:18][CH2:17][C:16]4([C:22]5[CH:23]=[CH:24][C:25]([F:27])=[CH:26][C:21]=5[C:20](=[O:28])[O:19]4)[CH2:15][CH2:14]3)=[O:12])=[CH:7][NH:8]2)=[CH:4][CH:3]=1.[CH3:29][C:30]1[CH:34]=[C:33]([CH2:35]OS(C)(=O)=O)[O:32][N:31]=1, predict the reaction product. The product is: [Cl:1][C:2]1[CH:10]=[C:9]2[C:5]([C:6]([C:11]([N:13]3[CH2:18][CH2:17][C:16]4([C:22]5[CH:23]=[CH:24][C:25]([F:27])=[CH:26][C:21]=5[C:20](=[O:28])[O:19]4)[CH2:15][CH2:14]3)=[O:12])=[CH:7][N:8]2[CH2:35][C:33]2[O:32][N:31]=[C:30]([CH3:29])[CH:34]=2)=[CH:4][CH:3]=1. (7) Given the reactants [O:1]=[C:2]1[CH2:8][CH2:7][CH2:6][CH2:5][CH2:4][CH:3]1[C:9]([O:11][CH3:12])=[O:10].C(O[CH:18](N(C)C)[N:19]([CH3:21])[CH3:20])(C)(C)C, predict the reaction product. The product is: [CH3:18][N:19]([CH3:21])[CH:20]=[C:8]1[CH2:7][CH2:6][CH2:5][CH2:4][CH:3]([C:9]([O:11][CH3:12])=[O:10])[C:2]1=[O:1].